From a dataset of Catalyst prediction with 721,799 reactions and 888 catalyst types from USPTO. Predict which catalyst facilitates the given reaction. Reactant: [Cl:1][C:2]1[C:3]2[C:10]([I:11])=[CH:9][NH:8][C:4]=2[N:5]=[CH:6][N:7]=1.[H-].[Na+].[CH3:14][C:15]1[CH:20]=[CH:19][C:18]([S:21](Cl)(=[O:23])=[O:22])=[CH:17][CH:16]=1.O. Product: [Cl:1][C:2]1[C:3]2[C:10]([I:11])=[CH:9][N:8]([S:21]([C:18]3[CH:19]=[CH:20][C:15]([CH3:14])=[CH:16][CH:17]=3)(=[O:23])=[O:22])[C:4]=2[N:5]=[CH:6][N:7]=1. The catalyst class is: 7.